Dataset: Forward reaction prediction with 1.9M reactions from USPTO patents (1976-2016). Task: Predict the product of the given reaction. (1) Given the reactants [CH3:1][O:2][C:3]([C:5]1[S:6][C:7](Br)=[CH:8][C:9]=1[N:10]([C@H:20]1[CH2:25][CH2:24][C@H:23]([OH:26])[CH2:22][CH2:21]1)[C:11]([C@H:13]1[CH2:18][CH2:17][C@H:16]([CH3:19])[CH2:15][CH2:14]1)=[O:12])=[O:4].[CH3:28][C:29]([CH3:33])([CH3:32])[C:30]#[CH:31], predict the reaction product. The product is: [CH3:1][O:2][C:3]([C:5]1[S:6][C:7]([C:31]#[C:30][C:29]([CH3:33])([CH3:32])[CH3:28])=[CH:8][C:9]=1[N:10]([C@H:20]1[CH2:25][CH2:24][C@H:23]([OH:26])[CH2:22][CH2:21]1)[C:11]([C@H:13]1[CH2:18][CH2:17][C@H:16]([CH3:19])[CH2:15][CH2:14]1)=[O:12])=[O:4]. (2) Given the reactants [F:1][C:2]1[CH:15]=[CH:14][CH:13]=[C:12]([F:16])[C:3]=1[C:4]([NH:6][C:7]1[CH:11]=[CH:10][NH:9][N:8]=1)=[O:5].C[Si]([N-][Si](C)(C)C)(C)C.[Li+].[CH3:27][O:28][C:29]1[CH:34]=[CH:33][CH:32]=[C:31]([Cl:35])[C:30]=1[CH2:36]Br, predict the reaction product. The product is: [Cl:35][C:31]1[CH:32]=[CH:33][CH:34]=[C:29]([O:28][CH3:27])[C:30]=1[CH2:36][N:9]1[CH:10]=[CH:11][C:7]([NH:6][C:4](=[O:5])[C:3]2[C:12]([F:16])=[CH:13][CH:14]=[CH:15][C:2]=2[F:1])=[N:8]1. (3) Given the reactants O.[S-2].[Na+].[Na+].[CH3:5][N:6]([CH2:8][CH:9]([C:18]1([OH:24])[CH2:23][CH2:22][CH2:21][CH2:20][CH2:19]1)[C:10]1[CH:11]=[CH:12][C:13]([O:16]C)=[CH:14][CH:15]=1)[CH3:7].C(OC(=O)C)C.O, predict the reaction product. The product is: [CH3:5][N:6]([CH2:8][CH:9]([C:18]1([OH:24])[CH2:23][CH2:22][CH2:21][CH2:20][CH2:19]1)[C:10]1[CH:11]=[CH:12][C:13]([OH:16])=[CH:14][CH:15]=1)[CH3:7]. (4) Given the reactants [F:1][C:2]1[CH:18]=[C:17]([C:19](=[N:21][OH:22])[NH2:20])[CH:16]=[C:15]([F:23])[C:3]=1[CH2:4][N:5]([CH3:14])[CH2:6][C:7]([O:9][C:10]([CH3:13])([CH3:12])[CH3:11])=[O:8].[CH3:24][C:25]1[CH:30]=[CH:29][CH:28]=[CH:27][C:26]=1[C:31]1[CH:36]=[CH:35][C:34]([C:37](O)=O)=[CH:33][C:32]=1[C:40]([F:43])([F:42])[F:41].C(Cl)CCl, predict the reaction product. The product is: [F:1][C:2]1[CH:18]=[C:17]([C:19]2[N:20]=[C:37]([C:34]3[CH:35]=[CH:36][C:31]([C:26]4[CH:27]=[CH:28][CH:29]=[CH:30][C:25]=4[CH3:24])=[C:32]([C:40]([F:41])([F:43])[F:42])[CH:33]=3)[O:22][N:21]=2)[CH:16]=[C:15]([F:23])[C:3]=1[CH2:4][N:5]([CH3:14])[CH2:6][C:7]([O:9][C:10]([CH3:11])([CH3:13])[CH3:12])=[O:8]. (5) Given the reactants [OH:1][C:2]([CH3:39])([CH3:38])[CH2:3][CH2:4][O:5][C:6]1[CH:11]=[CH:10][C:9]([C:12]2[C:13]3[CH:20]=[C:19]([CH2:21][O:22][C:23]4[N:28]=[CH:27][C:26]([CH:29]([C:34]#[C:35][CH3:36])[CH2:30][C:31]([OH:33])=[O:32])=[CH:25][CH:24]=4)[CH:18]=[CH:17][C:14]=3[S:15][CH:16]=2)=[C:8]([CH3:37])[CH:7]=1.CCCCCC, predict the reaction product. The product is: [OH:1][C:2]([CH3:39])([CH3:38])[CH2:3][CH2:4][O:5][C:6]1[CH:11]=[CH:10][C:9]([C:12]2[C:13]3[CH:20]=[C:19]([CH2:21][O:22][C:23]4[N:28]=[CH:27][C:26]([C@H:29]([C:34]#[C:35][CH3:36])[CH2:30][C:31]([OH:33])=[O:32])=[CH:25][CH:24]=4)[CH:18]=[CH:17][C:14]=3[S:15][CH:16]=2)=[C:8]([CH3:37])[CH:7]=1.[OH:1][C:2]([CH3:39])([CH3:38])[CH2:3][CH2:4][O:5][C:6]1[CH:11]=[CH:10][C:9]([C:12]2[C:13]3[CH:20]=[C:19]([CH2:21][O:22][C:23]4[N:28]=[CH:27][C:26]([C@@H:29]([C:34]#[C:35][CH3:36])[CH2:30][C:31]([OH:33])=[O:32])=[CH:25][CH:24]=4)[CH:18]=[CH:17][C:14]=3[S:15][CH:16]=2)=[C:8]([CH3:37])[CH:7]=1.